From a dataset of Forward reaction prediction with 1.9M reactions from USPTO patents (1976-2016). Predict the product of the given reaction. (1) Given the reactants [C:4]([OH:6])(=[O:5])/[CH:3]=[CH:3]\[C:4]([OH:6])=[O:5].[CH3:9][CH2:10][CH2:11][CH2:12][CH2:13][CH2:14][CH3:15], predict the reaction product. The product is: [C:4]([O:6][CH2:9][CH3:10])(=[O:5])[CH3:3].[CH3:9][CH2:10][CH2:11][CH2:12][CH2:13][CH2:14][CH3:15]. (2) Given the reactants [Br:1][C:2]1[CH:7]=[C:6]([C:8]2[CH2:12][C:11]([C:17]3[CH:22]=[C:21]([Cl:23])[CH:20]=[C:19]([Cl:24])[CH:18]=3)([C:13]([F:16])([F:15])[F:14])[CH2:10][N:9]=2)[CH:5]=[CH:4][C:3]=1[CH2:25][N:26]1C(=O)C2=CC=CC=C2C1=O.O.NN, predict the reaction product. The product is: [NH2:26][CH2:25][C:3]1[CH:4]=[CH:5][C:6]([C:8]2[CH2:12][C:11]([C:17]3[CH:22]=[C:21]([Cl:23])[CH:20]=[C:19]([Cl:24])[CH:18]=3)([C:13]([F:16])([F:14])[F:15])[CH2:10][N:9]=2)=[CH:7][C:2]=1[Br:1]. (3) Given the reactants [Cl:1][CH2:2][C:3]1[N:4]=[C:5]([C:8]2[CH:13]=[CH:12][C:11]([C:14]([F:17])([F:16])[F:15])=[CH:10][CH:9]=2)[S:6][CH:7]=1.[NH3:18].CO.[I-].[Na+], predict the reaction product. The product is: [ClH:1].[F:15][C:14]([F:17])([F:16])[C:11]1[CH:12]=[CH:13][C:8]([C:5]2[S:6][CH:7]=[C:3]([CH2:2][NH2:18])[N:4]=2)=[CH:9][CH:10]=1. (4) Given the reactants [C:1]([N:4]1[CH2:10][C:9]2[CH:11]=[CH:12][C:13]([C:15](OC)=[O:16])=[CH:14][C:8]=2[O:7][CH2:6][C:5]1([CH3:20])[CH3:19])(=[O:3])[CH3:2].[OH-:21].[Na+].[NH2:23]O, predict the reaction product. The product is: [C:1]([N:4]1[CH2:10][C:9]2[CH:11]=[CH:12][C:13]([C:15]([NH:23][OH:21])=[O:16])=[CH:14][C:8]=2[O:7][CH2:6][C:5]1([CH3:20])[CH3:19])(=[O:3])[CH3:2].